Dataset: Reaction yield outcomes from USPTO patents with 853,638 reactions. Task: Predict the reaction yield, written as a fraction of the theoretical maximum amount of product (1.0 means a 100% yield; for example, 0.34 means a 34% yield). (1) The reactants are [NH2:1][C:2]1[CH:10]=[CH:9][C:8]([Br:11])=[CH:7][C:3]=1C(O)=O.[CH3:12][Mg]Br.CC[O:17][CH2:18][CH3:19].Cl.[OH-].[Na+]. The catalyst is C1COCC1.C(OCC)(=O)C. The product is [NH2:1][C:2]1[CH:10]=[CH:9][C:8]([Br:11])=[CH:7][C:3]=1[C:18]([OH:17])([CH3:19])[CH3:12]. The yield is 0.570. (2) The reactants are [Br:1][C:2]1[CH:3]=[N:4][C:5]([CH3:11])=[C:6]([CH:10]=1)[C:7]([OH:9])=O.CC[N:14]([CH:18]([CH3:20])C)[CH:15](C)C.CN(C(ON1N=NC2C=CC=CC1=2)=[N+](C)C)C.[B-](F)(F)(F)F.N1CCC1. The catalyst is C(Cl)Cl. The product is [N:14]1([C:7]([C:6]2[C:5]([CH3:11])=[N:4][CH:3]=[C:2]([Br:1])[CH:10]=2)=[O:9])[CH2:15][CH2:20][CH2:18]1. The yield is 0.800. (3) The reactants are [Br:1][C:2]1[CH:3]=[C:4]2[C:8](=[C:9]([C:11]([OH:13])=O)[CH:10]=1)[NH:7][CH:6]=[CH:5]2.C(Cl)CCl.C1C=CC2N(O)N=[N:24]C=2C=1.N. The catalyst is C(Cl)Cl. The product is [Br:1][C:2]1[CH:3]=[C:4]2[C:8](=[C:9]([C:11]([NH2:24])=[O:13])[CH:10]=1)[NH:7][CH:6]=[CH:5]2. The yield is 0.980. (4) The reactants are I[C:2]1[N:7]=[CH:6][C:5]([N:8]([CH3:25])[C:9](=[O:24])[C:10]2[CH:15]=[C:14]([C:16]([F:19])([F:18])[F:17])[CH:13]=[C:12]([C:20]([F:23])([F:22])[F:21])[CH:11]=2)=[C:4]([C:26]2[CH:31]=[CH:30][CH:29]=[CH:28][C:27]=2[CH3:32])[CH:3]=1.CC(C)([O-])C.[Na+].C1C=CC(P(C2C(C3C(P(C4C=CC=CC=4)C4C=CC=CC=4)=CC=C4C=3C=CC=C4)=C3C(C=CC=C3)=CC=2)C2C=CC=CC=2)=CC=1.C(=[NH:98])(C1C=CC=CC=1)C1C=CC=CC=1.Cl.C([O-])(O)=O.[Na+]. The catalyst is C1(C)C=CC=CC=1.C([O-])(=O)C.[Pd+2].C([O-])(=O)C. The product is [NH2:98][C:2]1[N:7]=[CH:6][C:5]([N:8]([CH3:25])[C:9](=[O:24])[C:10]2[CH:15]=[C:14]([C:16]([F:19])([F:18])[F:17])[CH:13]=[C:12]([C:20]([F:23])([F:22])[F:21])[CH:11]=2)=[C:4]([C:26]2[CH:31]=[CH:30][CH:29]=[CH:28][C:27]=2[CH3:32])[CH:3]=1. The yield is 0.350. (5) The catalyst is CC(C)=O. The reactants are O.Cl.[O:3]=[C:4]1[CH2:9][CH2:8][NH:7][CH2:6][CH2:5]1.Br[CH2:11][CH2:12][C:13]([O:15][CH3:16])=[O:14].C([O-])([O-])=O.[K+].[K+].CCN(CC)CC. The product is [O:3]=[C:4]1[CH2:9][CH2:8][N:7]([CH2:11][CH2:12][C:13]([O:15][CH3:16])=[O:14])[CH2:6][CH2:5]1. The yield is 0.420.